Dataset: Reaction yield outcomes from USPTO patents with 853,638 reactions. Task: Predict the reaction yield, written as a fraction of the theoretical maximum amount of product (1.0 means a 100% yield; for example, 0.34 means a 34% yield). (1) The reactants are [CH3:1][C:2]1([CH3:29])[CH2:7][CH2:6][C:5]([C:8]2[CH:13]=[C:12]([C:14]([CH3:18])([CH3:17])[CH:15]=O)[CH:11]=[CH:10][C:9]=2[NH:19][C:20]([C:22]2[NH:23][CH:24]=[C:25]([C:27]#[N:28])[N:26]=2)=[O:21])=[CH:4][CH2:3]1.[CH3:30][S:31][CH2:32][CH2:33][NH2:34].C(O[BH-](OC(=O)C)OC(=O)C)(=O)C.[Na+].CCOC(C)=O. The catalyst is ClCCCl. The product is [CH3:29][C:2]1([CH3:1])[CH2:7][CH2:6][C:5]([C:8]2[CH:13]=[C:12]([C:14]([CH3:18])([CH3:17])[CH2:15][NH:34][CH2:33][CH2:32][S:31][CH3:30])[CH:11]=[CH:10][C:9]=2[NH:19][C:20]([C:22]2[NH:23][CH:24]=[C:25]([C:27]#[N:28])[N:26]=2)=[O:21])=[CH:4][CH2:3]1. The yield is 0.630. (2) The reactants are C(O[CH2:5][O:6][CH:7]([CH2:17][O:18][CH2:19][C:20]1[CH:25]=[CH:24][CH:23]=[CH:22][CH:21]=1)[CH2:8][O:9][CH2:10][C:11]1[CH:16]=[CH:15][CH:14]=[CH:13][CH:12]=1)(=O)C.[I:26][C:27]1[C:28](=[O:34])[NH:29][C:30](=[O:33])[NH:31][CH:32]=1.Cl[Sn](Cl)(Cl)Cl.C([O-])(O)=O.[Na+]. The catalyst is C(Cl)Cl.C(Cl)(Cl)Cl. The product is [CH2:19]([O:18][CH2:17][CH:7]([O:6][CH2:5][N:31]1[CH:32]=[C:27]([I:26])[C:28](=[O:34])[NH:29][C:30]1=[O:33])[CH2:8][O:9][CH2:10][C:11]1[CH:12]=[CH:13][CH:14]=[CH:15][CH:16]=1)[C:20]1[CH:21]=[CH:22][CH:23]=[CH:24][CH:25]=1. The yield is 0.950. (3) The reactants are [Cl:1][C:2]1[CH:3]=[C:4]([C@@H:12]([CH2:22][CH:23]2[CH2:27][CH2:26][CH2:25][CH2:24]2)[C:13]([NH:15][C:16]2[CH:20]=[CH:19][N:18]([CH3:21])[N:17]=2)=[O:14])[CH:5]=[CH:6][C:7]=1[S:8]([CH3:11])(=[O:10])=[O:9].C(Cl)(=O)C(Cl)=O.N1C(C)=CC=CC=1C.[CH3:42][O:43][C:44]([CH:46]1[CH2:51][CH2:50][CH:49](CN2C=CC(N)=N2)[CH2:48][CH2:47]1)=[O:45]. The catalyst is C(Cl)Cl. The product is [CH3:42][O:43][C:44]([CH:46]1[CH2:51][CH2:50][CH:49]([CH2:21][N:18]2[CH:19]=[CH:20][C:16]([NH:15][C:13](=[O:14])[C@@H:12]([C:4]3[CH:5]=[CH:6][C:7]([S:8]([CH3:11])(=[O:10])=[O:9])=[C:2]([Cl:1])[CH:3]=3)[CH2:22][CH:23]3[CH2:24][CH2:25][CH2:26][CH2:27]3)=[N:17]2)[CH2:48][CH2:47]1)=[O:45]. The yield is 0.380. (4) The reactants are [CH3:1][C:2]1[CH:3]=[N:4][N:5]([C:7]2[S:15][C:14]3[C:9](=[N:10][CH:11]=[CH:12][C:13]=3[O:16][C:17]3[CH:22]=[CH:21][C:20]([NH2:23])=[CH:19][CH:18]=3)[CH:8]=2)[CH:6]=1.[C:24]1([CH2:30][C:31]([N:33]=[C:34]=[S:35])=[O:32])[CH:29]=[CH:28][CH:27]=[CH:26][CH:25]=1. The catalyst is C1COCC1. The product is [CH3:1][C:2]1[CH:3]=[N:4][N:5]([C:7]2[S:15][C:14]3[C:9](=[N:10][CH:11]=[CH:12][C:13]=3[O:16][C:17]3[CH:22]=[CH:21][C:20]([NH:23][C:34]([NH:33][C:31](=[O:32])[CH2:30][C:24]4[CH:25]=[CH:26][CH:27]=[CH:28][CH:29]=4)=[S:35])=[CH:19][CH:18]=3)[CH:8]=2)[CH:6]=1. The yield is 0.150. (5) No catalyst specified. The product is [Br:1][C:2]1[CH:7]=[CH:6][N:5]=[C:4]([CH3:8])[C:3]=1[NH2:9]. The reactants are [Br:1][C:2]1[CH:7]=[CH:6][N:5]=[C:4]([CH3:8])[C:3]=1[N+:9]([O-])=O.Cl.O.O.[Sn](Cl)Cl.[OH-].[Na+]. The yield is 0.970.